From a dataset of Forward reaction prediction with 1.9M reactions from USPTO patents (1976-2016). Predict the product of the given reaction. (1) Given the reactants Cl[C:2]1[N:7]=[C:6]2[NH:8][N:9]=[C:10]([C:11]3[C:16]([F:17])=[CH:15][CH:14]=[CH:13][C:12]=3[F:18])[C:5]2=[CH:4][N:3]=1.[F:19][C:20]1[CH:26]=[CH:25][C:23]([NH2:24])=[CH:22][CH:21]=1, predict the reaction product. The product is: [F:18][C:12]1[CH:13]=[CH:14][CH:15]=[C:16]([F:17])[C:11]=1[C:10]1[C:5]2[C:6](=[N:7][C:2]([NH:24][C:23]3[CH:25]=[CH:26][C:20]([F:19])=[CH:21][CH:22]=3)=[N:3][CH:4]=2)[NH:8][N:9]=1. (2) Given the reactants [Br:1][C:2]1[CH:7]=[CH:6][C:5]([C:8]2[N:13]=[C:12]3[N:14]=[C:15](S(C)(=O)=O)[N:16]([CH2:17][O:18][CH2:19][CH2:20][Si:21]([CH3:24])([CH3:23])[CH3:22])[C:11]3=[CH:10][C:9]=2[Cl:29])=[CH:4][CH:3]=1.[C:30]1([CH:36]2[O:41][C@H:40]3[CH2:42][C@@H:43]([OH:46])[CH2:44][O:45][C@@H:39]3[CH2:38][O:37]2)[CH:35]=[CH:34][CH:33]=[CH:32][CH:31]=1.C(=O)([O-])[O-].[Cs+].[Cs+], predict the reaction product. The product is: [Br:1][C:2]1[CH:7]=[CH:6][C:5]([C:8]2[N:13]=[C:12]3[N:14]=[C:15]([O:46][C@H:43]4[CH2:44][O:45][C@H:39]5[C@@H:40]([O:41][CH:36]([C:30]6[CH:31]=[CH:32][CH:33]=[CH:34][CH:35]=6)[O:37][CH2:38]5)[CH2:42]4)[N:16]([CH2:17][O:18][CH2:19][CH2:20][Si:21]([CH3:24])([CH3:23])[CH3:22])[C:11]3=[CH:10][C:9]=2[Cl:29])=[CH:4][CH:3]=1. (3) The product is: [CH2:2]([O:4][C:5](=[O:14])[CH:6]([Cl:1])[C:7](=[O:13])[C:8]([CH3:12])([CH3:11])[CH:9]=[CH2:10])[CH3:3]. Given the reactants [Cl-:1].[CH2:2]([O:4][C:5](=[O:14])[CH2:6][C:7](=[O:13])[C:8]([CH3:12])([CH3:11])[CH:9]=[CH2:10])[CH3:3], predict the reaction product. (4) Given the reactants [CH3:1][O:2][C:3]1[CH:4]=[C:5]2[C:10](=[C:11]3[CH2:15][C:14]([CH3:17])([CH3:16])[O:13][C:12]=13)[C:9]([C:18]1[CH:19]=[C:20]([NH2:24])[CH:21]=[CH:22][CH:23]=1)=[N:8][C:7]([CH3:26])([CH3:25])[CH2:6]2.[N:27]1[CH:32]=[CH:31][CH:30]=[C:29]2[C:33]([O:35][C:36](=O)[C:28]=12)=[O:34].C(OCC)C, predict the reaction product. The product is: [CH3:1][O:2][C:3]1[CH:4]=[C:5]2[C:10](=[C:11]3[CH2:15][C:14]([CH3:17])([CH3:16])[O:13][C:12]=13)[C:9]([C:18]1[CH:19]=[C:20]([N:24]3[C:33](=[O:34])[C:29]4[C:28](=[N:27][CH:32]=[CH:31][CH:30]=4)[C:36]3=[O:35])[CH:21]=[CH:22][CH:23]=1)=[N:8][C:7]([CH3:26])([CH3:25])[CH2:6]2. (5) The product is: [NH2:16][C:14]1[CH:13]=[CH:12][C:11]([S:23]([NH:27][C:28]2[CH:29]=[CH:30][C:31]3[CH2:35][O:34][B:33]([OH:36])[C:32]=3[CH:37]=2)(=[O:24])=[O:25])=[C:10]([CH2:9][C:7]2[O:8][C:4]([CH2:1][CH2:2][CH3:3])=[N:5][N:6]=2)[CH:15]=1. Given the reactants [CH2:1]([C:4]1[O:8][C:7]([CH2:9][C:10]2[CH:15]=[C:14]([NH:16]C(=O)C(F)(F)F)[CH:13]=[CH:12][C:11]=2[S:23](Cl)(=[O:25])=[O:24])=[N:6][N:5]=1)[CH2:2][CH3:3].[NH2:27][C:28]1[CH:29]=[CH:30][C:31]2[CH2:35][O:34][B:33]([OH:36])[C:32]=2[CH:37]=1.N1C=CC=CC=1, predict the reaction product. (6) Given the reactants [CH2:1]([N:8]1[C@@H:13]([CH2:14][OH:15])[CH2:12][NH:11][CH2:10][C:9]1=[O:16])[C:2]1[CH:7]=[CH:6][CH:5]=[CH:4][CH:3]=1.C(N(CC)CC)C.[CH3:24][C:25]([Si:28](Cl)([CH3:30])[CH3:29])([CH3:27])[CH3:26], predict the reaction product. The product is: [CH2:1]([N:8]1[C@@H:13]([CH2:14][O:15][Si:28]([C:25]([CH3:27])([CH3:26])[CH3:24])([CH3:30])[CH3:29])[CH2:12][NH:11][CH2:10][C:9]1=[O:16])[C:2]1[CH:3]=[CH:4][CH:5]=[CH:6][CH:7]=1. (7) Given the reactants CN1C(=O)CC(CCC)=N1.ClC1C2C(=CC=CC=2)[N+]([O-])=CC=1.Cl[C:24]1[C:33]2[C:28](=[CH:29][CH:30]=[CH:31][CH:32]=2)[NH:27]/[C:26](=[C:34]2/[C:35]([CH2:41][CH2:42][CH3:43])=[N:36][N:37]([CH3:40])[C:38]/2=[O:39])/[CH:25]=1.[C:44]([NH:47][C:48]1[CH:53]=[CH:52][C:51]([SH:54])=[CH:50][CH:49]=1)(=[O:46])[CH3:45], predict the reaction product. The product is: [CH3:40][N:37]1[C:38](=[O:39])/[C:34](=[C:26]2\[NH:27][C:28]3[C:33]([C:24]([S:54][C:51]4[CH:50]=[CH:49][C:48]([NH:47][C:44](=[O:46])[CH3:45])=[CH:53][CH:52]=4)=[CH:25]\2)=[CH:32][CH:31]=[CH:30][CH:29]=3)/[C:35]([CH2:41][CH2:42][CH3:43])=[N:36]1. (8) Given the reactants [Cl:1][C:2]1[CH:7]=[CH:6][CH:5]=[CH:4][C:3]=1[CH:8]=[CH2:9].C(N(CC)CC)C.Cl[O-].[Na+].[OH:20][N:21]=[CH:22][C:23]1[N:24]=[C:25]([CH:28]2[CH2:33][CH2:32][N:31]([C:34](=[O:46])[CH2:35][N:36]3[C:40]([CH3:41])=[CH:39][C:38]([C:42]([F:45])([F:44])[F:43])=[N:37]3)[CH2:30][CH2:29]2)[S:26][CH:27]=1, predict the reaction product. The product is: [Cl:1][C:2]1[CH:7]=[CH:6][CH:5]=[CH:4][C:3]=1[CH:8]1[O:20][N:21]=[C:22]([C:23]2[N:24]=[C:25]([CH:28]3[CH2:29][CH2:30][N:31]([C:34](=[O:46])[CH2:35][N:36]4[C:40]([CH3:41])=[CH:39][C:38]([C:42]([F:45])([F:43])[F:44])=[N:37]4)[CH2:32][CH2:33]3)[S:26][CH:27]=2)[CH2:9]1.